Dataset: Full USPTO retrosynthesis dataset with 1.9M reactions from patents (1976-2016). Task: Predict the reactants needed to synthesize the given product. (1) Given the product [B:1]([F:7])([F:6])[F:5].[OH:10][P:8]([OH:12])([OH:11])=[O:9], predict the reactants needed to synthesize it. The reactants are: [B-:1]([F:7])([F:6])([F:5])[O+](C)C.[P:8](=[O:12])([OH:11])([OH:10])[OH:9].COC.C1OC1. (2) Given the product [C:38]1([C:16]2[CH:15]=[C:14]([CH:11]3[CH2:12][CH2:13][NH:8][CH2:9][CH2:10]3)[CH:19]=[CH:18][C:17]=2[NH:20][C:21]([C:23]2[NH:24][CH:25]=[C:26]([C:28]#[N:29])[N:27]=2)=[O:22])[CH2:44][CH2:43][CH2:42][CH2:41][CH2:40][CH:39]=1, predict the reactants needed to synthesize it. The reactants are: C(OC([N:8]1[CH2:13][CH2:12][CH:11]([C:14]2[CH:19]=[CH:18][C:17]([NH:20][C:21]([C:23]3[N:24](COCC[Si](C)(C)C)[CH:25]=[C:26]([C:28]#[N:29])[N:27]=3)=[O:22])=[C:16]([C:38]3[CH2:44][CH2:43][CH2:42][CH2:41][CH2:40][CH:39]=3)[CH:15]=2)[CH2:10][CH2:9]1)=O)(C)(C)C.CO.C(O)(C(F)(F)F)=O. (3) Given the product [N:1]1[CH:6]=[CH:5][CH:4]=[CH:3][C:2]=1[NH:7][C:8]1[CH:9]=[CH:10][C:11]([O:12][C:13]2[C:14]([CH:19]3[CH2:20][CH2:21][N:22]([C:25]([O:27][C:28]([CH3:29])([CH3:30])[CH3:31])=[O:26])[CH2:23][CH2:24]3)=[N:15][CH:16]=[CH:17][N:18]=2)=[CH:32][CH:33]=1, predict the reactants needed to synthesize it. The reactants are: [N:1]1[CH:6]=[CH:5][CH:4]=[CH:3][C:2]=1[NH:7][C:8]1[CH:33]=[CH:32][C:11]([O:12][C:13]2[C:14]([C:19]3[CH2:24][CH2:23][N:22]([C:25]([O:27][C:28]([CH3:31])([CH3:30])[CH3:29])=[O:26])[CH2:21][CH:20]=3)=[N:15][CH:16]=[CH:17][N:18]=2)=[CH:10][CH:9]=1. (4) Given the product [NH2:16][C:3]1[C:2]([S:19][C:20]2[CH:25]=[CH:24][C:23]([OH:26])=[CH:22][CH:21]=2)=[CH:15][C:6]2[N:7]=[C:8]([C:10]3[S:11][CH:12]=[CH:13][N:14]=3)[O:9][C:5]=2[CH:4]=1, predict the reactants needed to synthesize it. The reactants are: Cl[C:2]1[C:3]([N+:16]([O-])=O)=[CH:4][C:5]2[O:9][C:8]([C:10]3[S:11][CH:12]=[CH:13][N:14]=3)=[N:7][C:6]=2[CH:15]=1.[SH:19][C:20]1[CH:25]=[CH:24][C:23]([OH:26])=[CH:22][CH:21]=1.C(=O)([O-])[O-].[K+].[K+].[Sn](Cl)Cl. (5) Given the product [NH2:1][C:4]1[CH:5]=[C:6]([CH:9]=[CH:10][C:11]=1[N:12]1[CH:16]=[CH:15][CH:14]=[CH:13]1)[C:7]#[N:8], predict the reactants needed to synthesize it. The reactants are: [N+:1]([C:4]1[CH:5]=[C:6]([CH:9]=[CH:10][C:11]=1[N:12]1[CH:16]=[CH:15][CH:14]=[CH:13]1)[C:7]#[N:8])([O-])=O.Cl[Sn]Cl.C([O-])(O)=O.[Na+]. (6) Given the product [Cl:3][C:4]1[C:5]([C:21]#[N:22])=[C:6]2[N:11]([C:12]=1[C:13]1[CH:14]=[N:15][CH:16]=[CH:17][CH:18]=1)[CH:10]=[CH:9][C:8]([Cl:19])=[CH:7]2, predict the reactants needed to synthesize it. The reactants are: Cl.Cl.[Cl:3][C:4]1[C:5]([C:21]#[N:22])=[C:6]2[N:11]([C:12]=1[C:13]1[CH:14]=[N:15][CH:16]=[CH:17][CH:18]=1)[CH2:10][CH2:9][C:8]([Cl:19])=[C:7]2Cl.[OH-].[K+].O. (7) The reactants are: [NH2:1][C:2]1[C:11]([F:12])=[C:10](F)[CH:9]=[C:8]2[C:3]=1[C:4](=[O:23])[C:5]([C:20]([OH:22])=[O:21])=[CH:6][N:7]2[CH:14]1[CH2:19][CH2:18][O:17][CH2:16][CH2:15]1.[N:24]1[CH:29]=[CH:28][CH:27]=[CH:26][C:25]=1[NH:30][CH2:31][CH2:32][NH2:33].C(N(CC)CC)C. Given the product [NH2:1][C:2]1[C:11]([F:12])=[C:10]([NH:33][CH2:32][CH2:31][NH:30][C:25]2[CH:26]=[CH:27][CH:28]=[CH:29][N:24]=2)[CH:9]=[C:8]2[C:3]=1[C:4](=[O:23])[C:5]([C:20]([OH:22])=[O:21])=[CH:6][N:7]2[CH:14]1[CH2:15][CH2:16][O:17][CH2:18][CH2:19]1, predict the reactants needed to synthesize it. (8) Given the product [Cl:1][C:2]1[CH:7]=[C:6]2[NH:8][C:9](=[O:30])[C:10]3([CH:15]([C:16]4[CH:17]=[CH:18][C:19]([Cl:22])=[CH:20][CH:21]=4)[CH2:14][CH2:13][N:12]([C:32]([NH:31][C:34]4[CH:41]=[CH:40][CH:39]=[C:36]([C:37]#[N:38])[CH:35]=4)=[O:33])[CH:11]3[C:23]3[CH:28]=[CH:27][CH:26]=[C:25]([F:29])[CH:24]=3)[C:5]2=[CH:4][CH:3]=1, predict the reactants needed to synthesize it. The reactants are: [Cl:1][C:2]1[CH:7]=[C:6]2[NH:8][C:9](=[O:30])[C:10]3([CH:15]([C:16]4[CH:21]=[CH:20][C:19]([Cl:22])=[CH:18][CH:17]=4)[CH2:14][CH2:13][NH:12][CH:11]3[C:23]3[CH:28]=[CH:27][CH:26]=[C:25]([F:29])[CH:24]=3)[C:5]2=[CH:4][CH:3]=1.[N:31]([C:34]1[CH:35]=[C:36]([CH:39]=[CH:40][CH:41]=1)[C:37]#[N:38])=[C:32]=[O:33]. (9) Given the product [ClH:42].[NH2:29][CH2:28][C:24]1([C:21]2[CH:20]=[CH:19][C:18]([C:4]3[C:5]4[C:6]5[CH:17]=[CH:16][S:15][C:7]=5[C:8](=[O:14])[NH:9][C:10]=4[C:11]([CH3:13])=[CH:12][C:3]=3[OH:2])=[CH:23][CH:22]=2)[CH2:25][CH2:26][CH2:27]1, predict the reactants needed to synthesize it. The reactants are: C[O:2][C:3]1[CH:12]=[C:11]([CH3:13])[C:10]2[NH:9][C:8](=[O:14])[C:7]3[S:15][CH:16]=[CH:17][C:6]=3[C:5]=2[C:4]=1[C:18]1[CH:23]=[CH:22][C:21]([C:24]2([CH2:28][NH:29]C(=O)OC(C)(C)C)[CH2:27][CH2:26][CH2:25]2)=[CH:20][CH:19]=1.BrB(Br)Br.C(Cl)[Cl:42].